From a dataset of Experimentally validated miRNA-target interactions with 360,000+ pairs, plus equal number of negative samples. Binary Classification. Given a miRNA mature sequence and a target amino acid sequence, predict their likelihood of interaction. The miRNA is hsa-miR-7160-5p with sequence UGCUGAGGUCCGGGCUGUGCC. The protein sequence of the target gene is MNWHFPFFILTTVTLYSVHSQFNSLSLEELGSNTGIQVFNQIIKSRPHENVVVSPHGIASILGMLQLGADGKTKKQLSTVMRYNVNGVGKVLKKINKAIVSKKNKDIVTVANAVFLRNGFKMEVPFAVRNKDVFQCEVQNVNFQDPASASESINFWVKNETRGMIDNLLSPNLIDGALTRLVLVNAVYFKGLWKSRFQPESTKKRTFVAGDGKSYQVPMLAQLSVFRSGSTRTPNGLWYNFIELPYHGESISMLIALPTESSTPLSAIIPHITTKTIDSWMNTMVPKRMQLVLPKFTAVA.... Result: 0 (no interaction).